Dataset: Peptide-MHC class I binding affinity with 185,985 pairs from IEDB/IMGT. Task: Regression. Given a peptide amino acid sequence and an MHC pseudo amino acid sequence, predict their binding affinity value. This is MHC class I binding data. (1) The peptide sequence is GLNKIVRMY. The MHC is HLA-A01:01 with pseudo-sequence HLA-A01:01. The binding affinity (normalized) is 0. (2) The peptide sequence is VLWKSYPLV. The MHC is HLA-A02:12 with pseudo-sequence HLA-A02:12. The binding affinity (normalized) is 0.770.